From a dataset of Forward reaction prediction with 1.9M reactions from USPTO patents (1976-2016). Predict the product of the given reaction. (1) Given the reactants [Br:1][C:2]1[CH:3]=[C:4]([CH:7]=[O:8])[S:5][CH:6]=1.[CH2:9](O)[CH2:10][OH:11], predict the reaction product. The product is: [Br:1][C:2]1[CH:3]=[C:4]([CH:7]2[O:11][CH2:10][CH2:9][O:8]2)[S:5][CH:6]=1. (2) Given the reactants [O:1]=[C:2]1[NH:6][C:5]2[CH:7]=[CH:8][C:9]([CH:11]=O)=[CH:10][C:4]=2[NH:3]1.[CH3:13][C:14]1[CH:19]=[C:18]([CH3:20])[CH:17]=[C:16]([CH3:21])[C:15]=1[CH:22]1[CH2:27][C:26](=O)[CH2:25][C:24](=[O:29])[CH2:23]1.C([O-])(=O)C.[NH4+].[CH2:35]([O:37][C:38](=[O:49])[CH2:39][C:40](=O)[CH2:41][CH2:42][CH:43]1[CH2:47][CH2:46][CH2:45][CH2:44]1)[CH3:36].F[B-](F)(F)F.C([N+:59]1C=CN(C)C=1)CCC, predict the reaction product. The product is: [CH2:35]([O:37][C:38]([C:39]1[CH:11]([C:9]2[CH:8]=[CH:7][C:5]3[NH:6][C:2](=[O:1])[NH:3][C:4]=3[CH:10]=2)[C:25]2[C:24](=[O:29])[CH2:23][CH:22]([C:15]3[C:16]([CH3:21])=[CH:17][C:18]([CH3:20])=[CH:19][C:14]=3[CH3:13])[CH2:27][C:26]=2[NH:59][C:40]=1[CH2:41][CH2:42][CH:43]1[CH2:47][CH2:46][CH2:45][CH2:44]1)=[O:49])[CH3:36].